This data is from Forward reaction prediction with 1.9M reactions from USPTO patents (1976-2016). The task is: Predict the product of the given reaction. The product is: [Br:15][C:16]1[CH:17]=[CH:18][C:19]2[O:5][C:3](=[O:4])[CH:2]([C:6]3[CH:11]=[CH:10][C:9]([CH:12]([CH3:14])[CH3:13])=[CH:8][CH:7]=3)[C:20]=2[CH:21]=1. Given the reactants O[CH:2]([C:6]1[CH:11]=[CH:10][C:9]([CH:12]([CH3:14])[CH3:13])=[CH:8][CH:7]=1)[C:3]([OH:5])=[O:4].[Br:15][C:16]1[CH:21]=[CH:20][C:19](O)=[CH:18][CH:17]=1, predict the reaction product.